Predict the reaction yield, written as a fraction of the theoretical maximum amount of product (1.0 means a 100% yield; for example, 0.34 means a 34% yield). From a dataset of Reaction yield outcomes from USPTO patents with 853,638 reactions. (1) The reactants are [CH3:1][NH2:2].CCO.Cl[C:7]1[C:8]2[N:9]([CH:13]=[C:14]([C:16]3[CH:21]=[CH:20][C:19]([F:22])=[CH:18][CH:17]=3)[N:15]=2)[CH:10]=[CH:11][N:12]=1. No catalyst specified. The product is [F:22][C:19]1[CH:20]=[CH:21][C:16]([C:14]2[N:15]=[C:8]3[C:7]([CH2:1][NH2:2])=[N:12][CH:11]=[CH:10][N:9]3[CH:13]=2)=[CH:17][CH:18]=1. The yield is 0.910. (2) The reactants are Cl[CH2:2][CH2:3][CH2:4][O:5][C:6]1[CH:7]=[CH:8][C:9]([CH2:12][N:13]2[CH2:18][CH2:17][CH2:16][CH2:15][CH2:14]2)=[N:10][CH:11]=1.[N:19]1(CC2N=CC(O)=CC=2)[CH2:24][CH2:23][CH2:22][CH2:21][CH2:20]1.BrCCCCl.C([O-])([O-])=O.[K+].[K+]. The catalyst is CC(C)=O. The product is [N:13]1([CH2:12][C:9]2[CH:8]=[CH:7][C:6]([O:5][CH2:4][CH2:3][CH2:2][N:19]3[CH2:24][CH2:23][CH2:22][CH2:21][CH2:20]3)=[CH:11][N:10]=2)[CH2:18][CH2:17][CH2:16][CH2:15][CH2:14]1. The yield is 0.800. (3) The reactants are C1N=CN([C:6](N2C=NC=C2)=[O:7])C=1.[F:13][C:14]1[C:19]2[CH:20]=[CH:21][O:22][C:18]=2[C:17]([NH2:23])=[C:16]([NH:24][C:25]2[CH:30]=[CH:29][C:28]([I:31])=[CH:27][C:26]=2[F:32])[C:15]=1[F:33].C(OCC)(=O)C. The catalyst is C(Cl)Cl.CCCCCC. The product is [F:33][C:15]1[C:16]2[N:24]([C:25]3[CH:30]=[CH:29][C:28]([I:31])=[CH:27][C:26]=3[F:32])[C:6](=[O:7])[NH:23][C:17]=2[C:18]2[O:22][CH:21]=[CH:20][C:19]=2[C:14]=1[F:13]. The yield is 0.700. (4) The reactants are CO[CH:3]=[C:4]1[C:13]2[C:8](=[CH:9][CH:10]=[CH:11][CH:12]=2)[C:7](=[O:14])[NH:6][C:5]1=[O:15].[NH:16]1[C:24]2[C:19](=[CH:20][CH:21]=[C:22]([NH2:25])[CH:23]=2)[CH:18]=[N:17]1. The catalyst is CN(C)C=O. The product is [NH:16]1[C:24]2[C:19](=[CH:20][CH:21]=[C:22]([NH:25]/[CH:3]=[C:4]3\[C:5](=[O:15])[NH:6][C:7](=[O:14])[C:8]4[C:13]\3=[CH:12][CH:11]=[CH:10][CH:9]=4)[CH:23]=2)[CH:18]=[N:17]1. The yield is 0.520. (5) The reactants are C1CCN2C(=NCCC2)CC1.[O:12]1[CH2:17][CH2:16][C:15](=O)[CH2:14][CH2:13]1.[CH3:19][O:20][C:21](=[O:40])[CH:22](P(OC)(OC)=O)[NH:23][C:24]([O:26][CH2:27][C:28]1[CH:33]=[CH:32][CH:31]=[CH:30][CH:29]=1)=[O:25].CCCCCC.C(OCC)(=O)C. The catalyst is ClCCl. The product is [C:28]1([CH2:27][O:26][C:24]([NH:23][C:22](=[C:15]2[CH2:16][CH2:17][O:12][CH2:13][CH2:14]2)[C:21]([O:20][CH3:19])=[O:40])=[O:25])[CH:29]=[CH:30][CH:31]=[CH:32][CH:33]=1. The yield is 0.560.